From a dataset of Peptide-MHC class II binding affinity with 134,281 pairs from IEDB. Regression. Given a peptide amino acid sequence and an MHC pseudo amino acid sequence, predict their binding affinity value. This is MHC class II binding data. (1) The peptide sequence is VADAYITLVTLPKSS. The MHC is HLA-DQA10501-DQB10201 with pseudo-sequence HLA-DQA10501-DQB10201. The binding affinity (normalized) is 0.414. (2) The peptide sequence is KQCFRKLPVNRPIDW. The MHC is DRB1_1501 with pseudo-sequence DRB1_1501. The binding affinity (normalized) is 0.225. (3) The peptide sequence is VALTLTSYLGLTQPF. The binding affinity (normalized) is 0.585. The MHC is HLA-DQA10102-DQB10501 with pseudo-sequence HLA-DQA10102-DQB10501. (4) The peptide sequence is AFILDGDNLFPKV. The MHC is HLA-DPA10103-DPB10301 with pseudo-sequence HLA-DPA10103-DPB10301. The binding affinity (normalized) is 0.150.